From a dataset of Full USPTO retrosynthesis dataset with 1.9M reactions from patents (1976-2016). Predict the reactants needed to synthesize the given product. (1) Given the product [CH3:27][C@@:25]1([CH2:28][O:10][C:7]2[CH:6]=[CH:5][C:4]([O:3][C:2]([F:11])([F:12])[F:1])=[CH:9][CH:8]=2)[O:26][C:16]2=[N:20][C:19]([N+:21]([O-:23])=[O:22])=[CH:18][N:17]2[CH2:24]1, predict the reactants needed to synthesize it. The reactants are: [F:1][C:2]([F:12])([F:11])[O:3][C:4]1[CH:9]=[CH:8][C:7]([OH:10])=[CH:6][CH:5]=1.[H-].[Na+].Cl[C:16]1[N:17]([CH2:24][C@:25]2([CH3:28])[CH2:27][O:26]2)[CH:18]=[C:19]([N+:21]([O-:23])=[O:22])[N:20]=1. (2) Given the product [Cl:27][C:14]1[CH:13]=[C:12]([CH:4]([CH2:5][CH:6]2[CH2:11][CH2:10][CH2:9][CH2:8][CH2:7]2)[C:3]([OH:28])=[O:2])[CH:17]=[CH:16][C:15]=1[N:18]1[C:22]([C:23]([F:26])([F:24])[F:25])=[N:21][N:20]=[N:19]1, predict the reactants needed to synthesize it. The reactants are: C[O:2][C:3](=[O:28])[CH:4]([C:12]1[CH:17]=[CH:16][C:15]([N:18]2[C:22]([C:23]([F:26])([F:25])[F:24])=[N:21][N:20]=[N:19]2)=[C:14]([Cl:27])[CH:13]=1)[CH2:5][CH:6]1[CH2:11][CH2:10][CH2:9][CH2:8][CH2:7]1.[OH-].[Na+]. (3) Given the product [O:30]1[CH2:31][CH2:32][N:27]([C:2]2[C:11]3[C:6](=[CH:7][C:8]([S:12]([NH:15][C:16]4[S:17][CH:18]=[CH:19][N:20]=4)(=[O:14])=[O:13])=[CH:9][CH:10]=3)[CH:5]=[CH:4][N:3]=2)[CH2:28][CH2:29]1, predict the reactants needed to synthesize it. The reactants are: Cl[C:2]1[C:11]2[C:6](=[CH:7][C:8]([S:12]([NH:15][C:16]3[S:17][CH:18]=[CH:19][N:20]=3)(=[O:14])=[O:13])=[CH:9][CH:10]=2)[CH:5]=[CH:4][N:3]=1.C(=O)([O-])[O-].[K+].[K+].[NH:27]1[CH2:32][CH2:31][O:30][CH2:29][CH2:28]1. (4) Given the product [F:1][C:2]1[CH:7]=[CH:6][CH:5]=[CH:4][C:3]=1[C:8]1[CH:13]=[CH:12][N:11]=[C:10]([C:14]2[NH:16][O:17][C:18](=[O:19])[N:15]=2)[CH:9]=1, predict the reactants needed to synthesize it. The reactants are: [F:1][C:2]1[CH:7]=[CH:6][CH:5]=[CH:4][C:3]=1[C:8]1[CH:13]=[CH:12][N:11]=[C:10]([C:14](=[N:16][OH:17])[NH2:15])[CH:9]=1.[C:18](N1C=CN=C1)(N1C=CN=C1)=[O:19].N12CCCN=C1CCCCC2.Cl. (5) Given the product [Cl:1][C:2]1[CH:3]=[CH:4][C:5]([NH:18][CH2:19][CH:20]2[CH2:25][CH2:24][N:23]([CH:29]3[CH2:30][CH2:31][S:26][CH2:27][CH2:28]3)[CH2:22][CH2:21]2)=[C:6]([CH:17]=1)[C:7]([NH:9][C:10]1[CH:15]=[CH:14][C:13]([CH3:16])=[CH:12][N:11]=1)=[O:8], predict the reactants needed to synthesize it. The reactants are: [Cl:1][C:2]1[CH:3]=[CH:4][C:5]([NH:18][CH2:19][CH:20]2[CH2:25][CH2:24][NH:23][CH2:22][CH2:21]2)=[C:6]([CH:17]=1)[C:7]([NH:9][C:10]1[CH:15]=[CH:14][C:13]([CH3:16])=[CH:12][N:11]=1)=[O:8].[S:26]1[CH2:31][CH2:30][C:29](=O)[CH2:28][CH2:27]1.C([BH3-])#N.[Na+].